From a dataset of Forward reaction prediction with 1.9M reactions from USPTO patents (1976-2016). Predict the product of the given reaction. Given the reactants [C@H:1]1([C:15]([O:17]CC2C=CC=CC=2)=[O:16])[CH2:4][C@H:3]([C:5]([O:7]CC2C=CC=CC=2)=[O:6])[CH2:2]1, predict the reaction product. The product is: [C@H:1]1([C:15]([OH:17])=[O:16])[CH2:4][C@H:3]([C:5]([OH:7])=[O:6])[CH2:2]1.